From a dataset of hERG potassium channel inhibition data for cardiac toxicity prediction from Karim et al.. Regression/Classification. Given a drug SMILES string, predict its toxicity properties. Task type varies by dataset: regression for continuous values (e.g., LD50, hERG inhibition percentage) or binary classification for toxic/non-toxic outcomes (e.g., AMES mutagenicity, cardiotoxicity, hepatotoxicity). Dataset: herg_karim. (1) The molecule is Cc1nc2ccccc2c(=O)n1-c1ccc(OCCCN2CCCC2C)cc1. The result is 1 (blocker). (2) The molecule is O=C(C1CNCCC1(O)c1ccc(F)c(F)c1)N(Cc1cn(Cc2ccccc2)c2cccc(F)c12)C1CC1. The result is 1 (blocker).